From a dataset of Reaction yield outcomes from USPTO patents with 853,638 reactions. Predict the reaction yield, written as a fraction of the theoretical maximum amount of product (1.0 means a 100% yield; for example, 0.34 means a 34% yield). (1) The reactants are [Cl:1][C:2]1[CH:3]=[C:4]([N:8]2[C:12]([CH2:13][NH:14][C:15]([NH:17][C:18]3[CH:19]=[N:20][C:21]([C:24]#[N:25])=[CH:22][CH:23]=3)=[O:16])=[CH:11][C:10]([C:26]([F:29])([F:28])[F:27])=[N:9]2)[CH:5]=[CH:6][CH:7]=1.S(=O)(=O)(O)[OH:31]. The catalyst is [OH-].[Na+]. The product is [Cl:1][C:2]1[CH:3]=[C:4]([N:8]2[C:12]([CH2:13][NH:14][C:15](=[O:16])[NH:17][C:18]3[CH:23]=[CH:22][C:21]([C:24]([NH2:25])=[O:31])=[N:20][CH:19]=3)=[CH:11][C:10]([C:26]([F:29])([F:27])[F:28])=[N:9]2)[CH:5]=[CH:6][CH:7]=1. The yield is 0.350. (2) The reactants are F[B-](F)(F)F.[N:6]1([C:12]2[O:13][C:14]3[C:19]([C:20](=[O:22])[CH:21]=2)=[CH:18][CH:17]=[CH:16][C:15]=3[C:23]2[C:28]3[S:29][C:30]4[CH:35]=[CH:34][CH:33]=[CH:32][C:31]=4[C:27]=3[C:26]([N+]#N)=[CH:25][CH:24]=2)[CH2:11][CH2:10][O:9][CH2:8][CH2:7]1.C([SiH](C(C)C)C(C)C)(C)C.[C:48](=O)=[O:49]. The catalyst is CC#N.CCOCC.C(Cl)Cl.C([O-])(=O)C.[Pd+2].C([O-])(=O)C. The product is [N:6]1([C:12]2[O:13][C:14]3[C:19]([C:20](=[O:22])[CH:21]=2)=[CH:18][CH:17]=[CH:16][C:15]=3[C:23]2[C:28]3[S:29][C:30]4[CH:35]=[CH:34][CH:33]=[CH:32][C:31]=4[C:27]=3[C:26]([CH:48]=[O:49])=[CH:25][CH:24]=2)[CH2:11][CH2:10][O:9][CH2:8][CH2:7]1. The yield is 0.560.